This data is from Catalyst prediction with 721,799 reactions and 888 catalyst types from USPTO. The task is: Predict which catalyst facilitates the given reaction. (1) Reactant: [Cl:1][C:2]1[CH:7]=[C:6]([Cl:8])[CH:5]=[CH:4][C:3]=1[N:9]1[C:13]([CH3:14])=[C:12]([C:15]([OH:17])=O)[N:11]=[N:10]1.C(Cl)(=O)C(Cl)=O.CN(C=O)C.[NH2:29][C:30]1[C:31](=[O:44])[N:32]([C:37]2[CH:42]=[CH:41][CH:40]=[CH:39][C:38]=2[F:43])[N:33]([CH3:36])[C:34]=1[CH3:35].C(N(CC)CC)C. Product: [Cl:1][C:2]1[CH:7]=[C:6]([Cl:8])[CH:5]=[CH:4][C:3]=1[N:9]1[C:13]([CH3:14])=[C:12]([C:15]([NH:29][C:30]2[C:31](=[O:44])[N:32]([C:37]3[CH:42]=[CH:41][CH:40]=[CH:39][C:38]=3[F:43])[N:33]([CH3:36])[C:34]=2[CH3:35])=[O:17])[N:11]=[N:10]1. The catalyst class is: 2. (2) Reactant: [Si]([O:8][CH2:9][C@@H:10]1[C@@H:14]([C:15]2[CH:20]=[CH:19][CH:18]=[CH:17][CH:16]=2)[CH2:13][N:12]([C:21]([O:23][C:24]2[CH:29]=[CH:28][C:27]([C:30]([O:32][CH3:33])=[O:31])=[CH:26][CH:25]=2)=[O:22])[CH2:11]1)(C(C)(C)C)(C)C.CCCC[N+](CCCC)(CCCC)CCCC.[F-]. Product: [OH:8][CH2:9][C@@H:10]1[C@@H:14]([C:15]2[CH:16]=[CH:17][CH:18]=[CH:19][CH:20]=2)[CH2:13][N:12]([C:21]([O:23][C:24]2[CH:25]=[CH:26][C:27]([C:30]([O:32][CH3:33])=[O:31])=[CH:28][CH:29]=2)=[O:22])[CH2:11]1. The catalyst class is: 1.